This data is from Peptide-MHC class I binding affinity with 185,985 pairs from IEDB/IMGT. The task is: Regression. Given a peptide amino acid sequence and an MHC pseudo amino acid sequence, predict their binding affinity value. This is MHC class I binding data. (1) The peptide sequence is LPFPFLYKFLL. The MHC is HLA-A02:06 with pseudo-sequence HLA-A02:06. The binding affinity (normalized) is 0.346. (2) The peptide sequence is LDIYLEKEEGI. The MHC is Mamu-B01 with pseudo-sequence Mamu-B01. The binding affinity (normalized) is 0.304. (3) The peptide sequence is ALSALGLLYT. The MHC is HLA-A02:01 with pseudo-sequence HLA-A02:01. The binding affinity (normalized) is 0.435. (4) The peptide sequence is PIQKETWETW. The MHC is HLA-B35:01 with pseudo-sequence HLA-B35:01. The binding affinity (normalized) is 0. (5) The peptide sequence is GVVTRSGAYV. The MHC is HLA-A68:02 with pseudo-sequence HLA-A68:02. The binding affinity (normalized) is 0.463.